This data is from Catalyst prediction with 721,799 reactions and 888 catalyst types from USPTO. The task is: Predict which catalyst facilitates the given reaction. (1) Reactant: [N+:1]([C:4]1[CH:13]=[CH:12][CH:11]=[C:10]([CH2:14][CH:15]=O)[C:5]=1[C:6]([O:8]C)=O)([O-:3])=[O:2].[F:17][C:18]([F:27])([F:26])[C:19]1[CH:20]=[C:21]([CH:23]=[CH:24][CH:25]=1)[NH2:22].C(O[BH-](OC(=O)C)OC(=O)C)(=O)C.[Na+]. Product: [N+:1]([C:4]1[CH:13]=[CH:12][CH:11]=[C:10]2[C:5]=1[C:6](=[O:8])[N:22]([C:21]1[CH:23]=[CH:24][CH:25]=[C:19]([C:18]([F:17])([F:26])[F:27])[CH:20]=1)[CH2:15][CH2:14]2)([O-:3])=[O:2]. The catalyst class is: 2. (2) Reactant: Br[C:2]1[CH:7]=[CH:6][C:5]([C@@H:8]([N:11]2[CH2:16][CH2:15][C@@:14]([C:20]3[CH:25]=[CH:24][C:23]([F:26])=[CH:22][CH:21]=3)([CH2:17][CH2:18][OH:19])[O:13][C:12]2=[O:27])[CH2:9][CH3:10])=[CH:4][CH:3]=1.[F:28][C:29]1[CH:34]=[C:33]([F:35])[CH:32]=[CH:31][C:30]=1B(O)O. Product: [F:28][C:29]1[CH:34]=[C:33]([F:35])[CH:32]=[CH:31][C:30]=1[C:2]1[CH:3]=[CH:4][C:5]([C@@H:8]([N:11]2[CH2:16][CH2:15][C@@:14]([C:20]3[CH:25]=[CH:24][C:23]([F:26])=[CH:22][CH:21]=3)([CH2:17][CH2:18][OH:19])[O:13][C:12]2=[O:27])[CH2:9][CH3:10])=[CH:6][CH:7]=1. The catalyst class is: 77. (3) Reactant: [CH2:1]([N:3]1[C:12]2[CH:11]=[CH:10][C:9]([C:13]#[C:14][CH2:15][OH:16])=[CH:8][C:7]=2[C:6]2=[N:17][N:18]([CH:21]3[CH2:26][CH2:25][CH2:24][CH2:23][O:22]3)[C:19]([CH3:20])=[C:5]2[C:4]1=[O:27])[CH3:2].CC(OI1(OC(C)=O)(OC(C)=O)OC(=O)C2C=CC=CC1=2)=O. Product: [CH2:1]([N:3]1[C:12]2[CH:11]=[CH:10][C:9]([C:13]#[C:14][CH:15]=[O:16])=[CH:8][C:7]=2[C:6]2=[N:17][N:18]([CH:21]3[CH2:26][CH2:25][CH2:24][CH2:23][O:22]3)[C:19]([CH3:20])=[C:5]2[C:4]1=[O:27])[CH3:2]. The catalyst class is: 2. (4) Reactant: [CH2:1]([O:3][C:4]([C:6]1[C:7]2[C:22](=[O:23])[CH:21]([C:24](=O)[CH3:25])[CH2:20][CH2:19][CH2:18][C:8]=2[N:9](C(OC(C)(C)C)=O)[CH:10]=1)=[O:5])[CH3:2].Cl.[NH2:28]O. Product: [CH2:1]([O:3][C:4]([C:6]1[C:7]2[C:22]3[O:23][N:28]=[C:24]([CH3:25])[C:21]=3[CH2:20][CH2:19][CH2:18][C:8]=2[NH:9][CH:10]=1)=[O:5])[CH3:2]. The catalyst class is: 14. (5) Reactant: Cl[C:2]1[C:11]2[C:6](=[CH:7][C:8]([Cl:12])=[CH:9][CH:10]=2)[NH:5][C:4](=[O:13])[CH:3]=1.[C:14]([O:18][C:19]([N:21]1[CH2:26][CH2:25][NH:24][CH2:23][CH2:22]1)=[O:20])([CH3:17])([CH3:16])[CH3:15].N1CCNCC1. Product: [C:14]([O:18][C:19]([N:21]1[CH2:26][CH2:25][N:24]([C:2]2[C:11]3[C:6](=[CH:7][C:8]([Cl:12])=[CH:9][CH:10]=3)[NH:5][C:4](=[O:13])[CH:3]=2)[CH2:23][CH2:22]1)=[O:20])([CH3:17])([CH3:15])[CH3:16]. The catalyst class is: 51.